Dataset: Forward reaction prediction with 1.9M reactions from USPTO patents (1976-2016). Task: Predict the product of the given reaction. (1) Given the reactants [C:1]1([S:7]([NH:10][C:11]2[CH:19]=[C:18]3[C:14]([CH2:15][CH2:16][CH2:17]3)=[C:13]([NH:20][C:21]([CH2:23][C:24]3[CH:31]=[CH:30][C:27]([C:28]#[N:29])=[CH:26][CH:25]=3)=[O:22])[CH:12]=2)(=[O:9])=[O:8])[CH:6]=[CH:5][CH:4]=[CH:3][CH:2]=1.Cl.C(=O)([O-])[O-].[NH4+:37].[NH4+], predict the reaction product. The product is: [C:1]1([S:7]([NH:10][C:11]2[CH:19]=[C:18]3[C:14]([CH2:15][CH2:16][CH2:17]3)=[C:13]([NH:20][C:21]([CH2:23][C:24]3[CH:25]=[CH:26][C:27]([C:28]([NH2:37])=[NH:29])=[CH:30][CH:31]=3)=[O:22])[CH:12]=2)(=[O:8])=[O:9])[CH:2]=[CH:3][CH:4]=[CH:5][CH:6]=1. (2) Given the reactants [H-].[Al+3].[Li+].[H-].[H-].[H-].[Cl-].[Al+3].[Cl-].[Cl-].[F:11][C:12]1[CH:17]=[CH:16][CH:15]=[CH:14][C:13]=1[N:18]1[C:22]([S:23]([C:26]2[CH:31]=[CH:30][CH:29]=[C:28]([O:32][CH3:33])[CH:27]=2)(=[O:25])=[O:24])=[CH:21][C:20]([C:34]([NH:36][CH3:37])=O)=[N:19]1.[OH-:38].[Na+].S([O-])([O-])(=O)=[O:41].[Mg+2].[OH2:46], predict the reaction product. The product is: [C:28]([OH:32])(=[O:41])/[CH:29]=[CH:30]/[C:31]([OH:46])=[O:38].[F:11][C:12]1[CH:17]=[CH:16][CH:15]=[CH:14][C:13]=1[N:18]1[C:22]([S:23]([C:26]2[CH:31]=[CH:30][CH:29]=[C:28]([O:32][CH3:33])[CH:27]=2)(=[O:24])=[O:25])=[CH:21][C:20]([CH2:34][NH:36][CH3:37])=[N:19]1. (3) Given the reactants [Cl:1][C:2]1[N:3]=[C:4](Cl)[C:5]2[CH:10]=[CH:9][N:8]([S:11]([C:14]3[CH:19]=[CH:18][C:17]([CH3:20])=[CH:16][CH:15]=3)(=[O:13])=[O:12])[C:6]=2[N:7]=1.[NH2:22][C:23]1[CH:31]=[CH:30][CH:29]=[CH:28][C:24]=1[C:25]([OH:27])=[O:26].CCN(C(C)C)C(C)C, predict the reaction product. The product is: [Cl:1][C:2]1[N:3]=[C:4]([NH:22][C:23]2[CH:31]=[CH:30][CH:29]=[CH:28][C:24]=2[C:25]([OH:27])=[O:26])[C:5]2[CH:10]=[CH:9][N:8]([S:11]([C:14]3[CH:19]=[CH:18][C:17]([CH3:20])=[CH:16][CH:15]=3)(=[O:13])=[O:12])[C:6]=2[N:7]=1. (4) The product is: [Li+:30].[F:1][C:2]1[C:3]([C:20]2[N:24]([CH:25]([CH3:26])[CH3:27])[C:23]([CH3:28])=[N:22][CH:21]=2)=[N:4][C:5]([NH:8][C:9]2[CH:10]=[CH:11][C:12]([C:13]([O-:15])=[O:14])=[CH:18][CH:19]=2)=[N:6][CH:7]=1. Given the reactants [F:1][C:2]1[C:3]([C:20]2[N:24]([CH:25]([CH3:27])[CH3:26])[C:23]([CH3:28])=[N:22][CH:21]=2)=[N:4][C:5]([NH:8][C:9]2[CH:19]=[CH:18][C:12]([C:13]([O:15]CC)=[O:14])=[CH:11][CH:10]=2)=[N:6][CH:7]=1.[OH-].[Li+:30], predict the reaction product.